From a dataset of Full USPTO retrosynthesis dataset with 1.9M reactions from patents (1976-2016). Predict the reactants needed to synthesize the given product. (1) Given the product [Br:2][C:3]1[CH:8]=[CH:7][C:6]([CH2:9][N:10]2[C:21](=[O:22])[C:20]3[C:19](=[CH:29][CH:28]=[CH:27][C:26]=3[O:30][C:31]3[C:36]([F:37])=[CH:35][CH:34]=[CH:33][C:32]=3[C:38]#[N:39])[CH2:18]2)=[CH:5][CH:4]=1, predict the reactants needed to synthesize it. The reactants are: Cl.[Br:2][C:3]1[CH:8]=[CH:7][C:6]([CH2:9][NH2:10])=[CH:5][CH:4]=1.C(=O)([O-])[O-].[K+].[K+].Br[CH2:18][C:19]1[CH:29]=[CH:28][CH:27]=[C:26]([O:30][C:31]2[C:36]([F:37])=[CH:35][CH:34]=[CH:33][C:32]=2[C:38]#[N:39])[C:20]=1[C:21](OCC)=[O:22]. (2) The reactants are: Br[C:2]1[CH:17]=[CH:16][C:5]([NH:6][CH2:7][C:8]2[CH:13]=[CH:12][C:11]([O:14][CH3:15])=[CH:10][CH:9]=2)=[C:4]([Cl:18])[C:3]=1[Cl:19].[NH:20]1[CH2:25][CH2:24][NH:23][CH2:22][CH2:21]1.CC(C)([O-])C.[Na+]. Given the product [Cl:18][C:4]1[C:3]([Cl:19])=[C:2]([N:20]2[CH2:25][CH2:24][NH:23][CH2:22][CH2:21]2)[CH:17]=[CH:16][C:5]=1[NH:6][CH2:7][C:8]1[CH:13]=[CH:12][C:11]([O:14][CH3:15])=[CH:10][CH:9]=1, predict the reactants needed to synthesize it. (3) Given the product [CH3:40][C:37]1([CH3:41])[CH2:38][O:39][B:34]([C:3]2[CH:4]=[C:5]([C:8]3[N:12]4[N:13]=[CH:14][C:15]([C:17]([F:20])([F:19])[F:18])=[N:16][C:11]4=[N:10][CH:9]=3)[CH:6]=[CH:7][C:2]=2[F:1])[O:35][CH2:36]1, predict the reactants needed to synthesize it. The reactants are: [F:1][C:2]1[CH:7]=[CH:6][C:5]([C:8]2[N:12]3[N:13]=[CH:14][C:15]([C:17]([F:20])([F:19])[F:18])=[N:16][C:11]3=[N:10][CH:9]=2)=[CH:4][C:3]=1OS(C(F)(F)F)(=O)=O.C([O-])(=O)C.[K+].[B:34]1([B:34]2[O:39][CH2:38][C:37]([CH3:41])([CH3:40])[CH2:36][O:35]2)[O:39][CH2:38][C:37]([CH3:41])([CH3:40])[CH2:36][O:35]1. (4) Given the product [CH2:1]([C:8]1[CH:9]=[N:10][C:11]2[C:16]([C:17]=1[C:18]1[CH:19]=[C:20]([NH:24][CH2:32][C:31]3[C:34]([Cl:39])=[CH:35][CH:36]=[C:37]([Cl:38])[C:30]=3[Cl:29])[CH:21]=[CH:22][CH:23]=1)=[CH:15][CH:14]=[CH:13][C:12]=2[C:25]([F:28])([F:26])[F:27])[C:2]1[CH:3]=[CH:4][CH:5]=[CH:6][CH:7]=1, predict the reactants needed to synthesize it. The reactants are: [CH2:1]([C:8]1[CH:9]=[N:10][C:11]2[C:16]([C:17]=1[C:18]1[CH:19]=[C:20]([NH2:24])[CH:21]=[CH:22][CH:23]=1)=[CH:15][CH:14]=[CH:13][C:12]=2[C:25]([F:28])([F:27])[F:26])[C:2]1[CH:7]=[CH:6][CH:5]=[CH:4][CH:3]=1.[Cl:29][C:30]1[C:37]([Cl:38])=[CH:36][CH:35]=[C:34]([Cl:39])[C:31]=1[CH:32]=O. (5) Given the product [O:20]=[C:18]1[N:17]([CH2:30][C:31]([O:33][CH2:34][CH3:35])=[O:32])[C:16](=[O:21])[CH:15]([CH2:14][C:13]2[CH:12]=[CH:11][C:10]([N:7]3[CH2:8][CH2:9][C:4](=[O:3])[CH2:5][CH2:6]3)=[CH:23][CH:22]=2)[S:19]1, predict the reactants needed to synthesize it. The reactants are: [H-].[Na+].[O:3]=[C:4]1[CH2:9][CH2:8][N:7]([C:10]2[CH:23]=[CH:22][C:13]([CH2:14][CH:15]3[S:19][C:18](=[O:20])[NH:17][C:16]3=[O:21])=[CH:12][CH:11]=2)[CH2:6][CH2:5]1.CN(C=O)C.Br[CH2:30][C:31]([O:33][CH2:34][CH3:35])=[O:32].